From a dataset of Forward reaction prediction with 1.9M reactions from USPTO patents (1976-2016). Predict the product of the given reaction. The product is: [O:19]=[C:14]1[CH:15]=[CH:16][CH:17]=[CH:18][N:13]1[C:10]1[CH:9]=[CH:8][C:7]([N:1]2[CH2:6][CH2:5][N:4]([CH2:21][CH2:22][CH2:23][CH2:24][CH2:25][C:26]3[C:34]4[C:29](=[CH:30][CH:31]=[C:32]([C:35]#[N:36])[CH:33]=4)[NH:28][CH:27]=3)[CH2:3][CH2:2]2)=[CH:12][CH:11]=1. Given the reactants [N:1]1([C:7]2[CH:12]=[CH:11][C:10]([N:13]3[CH:18]=[CH:17][CH:16]=[CH:15][C:14]3=[O:19])=[CH:9][CH:8]=2)[CH2:6][CH2:5][NH:4][CH2:3][CH2:2]1.Cl[CH2:21][CH2:22][CH2:23][CH2:24][CH2:25][C:26]1[C:34]2[C:29](=[CH:30][CH:31]=[C:32]([C:35]#[N:36])[CH:33]=2)[NH:28][CH:27]=1.C(=O)([O-])[O-].[K+].[K+].[I-].[K+], predict the reaction product.